This data is from Forward reaction prediction with 1.9M reactions from USPTO patents (1976-2016). The task is: Predict the product of the given reaction. (1) Given the reactants Br[CH2:2][C:3]([C:5]1[CH:10]=[CH:9][CH:8]=[CH:7][C:6]=1[C:11]([F:14])([F:13])[F:12])=O.[CH3:15][O:16][C:17](=[O:25])[CH2:18][CH2:19][CH2:20][CH2:21][C:22](=[O:24])[NH2:23], predict the reaction product. The product is: [CH3:15][O:16][C:17](=[O:25])[CH2:18][CH2:19][CH2:20][CH2:21][C:22]1[O:24][CH:2]=[C:3]([C:5]2[CH:10]=[CH:9][CH:8]=[CH:7][C:6]=2[C:11]([F:14])([F:13])[F:12])[N:23]=1. (2) Given the reactants C(O[CH:4](OCC)[C:5]([NH:7][C:8]1[C:9]([CH2:14][C:15]([O:17][CH2:18][CH3:19])=[O:16])=[N:10][CH:11]=[CH:12][CH:13]=1)=[O:6])C.O.II, predict the reaction product. The product is: [O:6]=[C:5]1[CH:4]=[C:14]([C:15]([O:17][CH2:18][CH3:19])=[O:16])[C:9]2[C:8](=[CH:13][CH:12]=[CH:11][N:10]=2)[NH:7]1. (3) Given the reactants [CH3:1][C@@H:2]1[CH2:7][O:6][CH2:5][CH2:4][N:3]1[C:8]1[CH:13]=[C:12]([C:14]2([S:17]([CH3:20])(=[NH:19])=[O:18])[CH2:16][CH2:15]2)[N:11]=[C:10]([C:21]2[CH:26]=[CH:25][N:24]=[C:23]3[N:27](S(C4C=CC(C)=CC=4)(=O)=O)[CH:28]=[CH:29][C:22]=23)[N:9]=1.[OH-].[Na+].Cl, predict the reaction product. The product is: [CH3:1][C@@H:2]1[CH2:7][O:6][CH2:5][CH2:4][N:3]1[C:8]1[CH:13]=[C:12]([C:14]2([S@:17]([CH3:20])(=[NH:19])=[O:18])[CH2:16][CH2:15]2)[N:11]=[C:10]([C:21]2[CH:26]=[CH:25][N:24]=[C:23]3[NH:27][CH:28]=[CH:29][C:22]=23)[N:9]=1. (4) Given the reactants [Cl:1][CH2:2][CH2:3][CH2:4][O:5][C:6]1[CH:11]=[CH:10][C:9]([C:12]2[S:13][C:14]([C:18]([OH:20])=O)=[C:15]([CH3:17])[N:16]=2)=[CH:8][CH:7]=1.C(N(CC)CC)C.ON1C2C=CC=CC=2N=N1.CN(C)CCCN=C=NCC.[NH:49]1[CH2:54][CH2:53][O:52][CH2:51][CH2:50]1, predict the reaction product. The product is: [Cl:1][CH2:2][CH2:3][CH2:4][O:5][C:6]1[CH:7]=[CH:8][C:9]([C:12]2[S:13][C:14]([C:18]([N:49]3[CH2:54][CH2:53][O:52][CH2:51][CH2:50]3)=[O:20])=[C:15]([CH3:17])[N:16]=2)=[CH:10][CH:11]=1. (5) The product is: [N+:1]([C:4]1[CH:22]=[CH:21][C:7]2[N:8]([CH2:13][CH2:14][N:15]3[CH2:19][CH2:18][CH2:17][CH2:16]3)[CH2:9][CH2:10][CH2:11][O:12][C:6]=2[CH:5]=1)([O-:3])=[O:2]. Given the reactants [N+:1]([C:4]1[CH:22]=[CH:21][C:7]2[N:8]([C:13](=O)[CH2:14][N:15]3[CH2:19][CH2:18][CH2:17][CH2:16]3)[CH2:9][CH2:10][CH2:11][O:12][C:6]=2[CH:5]=1)([O-:3])=[O:2], predict the reaction product. (6) The product is: [CH3:20][N:18]1[C:17](=[O:21])[CH:16]=[CH:15][C:14]([C:9]2[CH:10]=[C:24]([C:22]#[N:23])[C:25](=[O:26])[NH:27][C:1]=2[C:2]2[CH:3]=[CH:4][CH:5]=[CH:6][CH:7]=2)=[N:19]1. Given the reactants [C:1](/[C:9](/[C:14]1[CH:15]=[CH:16][C:17](=[O:21])[N:18]([CH3:20])[N:19]=1)=[CH:10]/N(C)C)(=O)[C:2]1[CH:7]=[CH:6][CH:5]=[CH:4][CH:3]=1.[C:22]([CH2:24][C:25]([NH2:27])=[O:26])#[N:23].C[O-].[Na+].Cl, predict the reaction product. (7) Given the reactants [CH2:1]([P:3]([O-:9])[O:4][CH2:5][CH2:6][CH2:7][CH3:8])[CH3:2].[CH2:10]([NH2:13])[CH:11]=[CH2:12].CC(N=NC(C#N)(C)C)(C#N)C, predict the reaction product. The product is: [CH2:1]([P:3]([CH2:12][CH2:11][CH2:10][NH2:13])(=[O:9])[O:4][CH2:5][CH2:6][CH2:7][CH3:8])[CH3:2]. (8) Given the reactants Cl[C:2]1[N:10]=[CH:9][C:8]([Cl:11])=[CH:7][C:3]=1[C:4]([OH:6])=[O:5].[F:12][CH:13]([F:16])[CH2:14][NH2:15].C(=O)([O-])[O-].[K+].[K+].CN(C=O)C, predict the reaction product. The product is: [Cl:11][C:8]1[CH:9]=[N:10][C:2]([NH:15][CH2:14][CH:13]([F:16])[F:12])=[C:3]([CH:7]=1)[C:4]([OH:6])=[O:5]. (9) Given the reactants [CH3:1][O:2][CH2:3][CH2:4][O:5][CH:6]1[CH2:15][CH2:14][C:9]2(OCC[O:10]2)[CH2:8][CH2:7]1.C(=O)([O-])[O-].[Na+].[Na+], predict the reaction product. The product is: [CH3:1][O:2][CH2:3][CH2:4][O:5][CH:6]1[CH2:15][CH2:14][C:9](=[O:10])[CH2:8][CH2:7]1. (10) Given the reactants Cl[C:2]1[N:7]=[C:6]([CH2:8][CH2:9][C:10]2[CH:15]=[CH:14][CH:13]=[CH:12][C:11]=2[C:16]2([C:19]([NH2:21])=[O:20])[CH2:18][CH2:17]2)[C:5]([Cl:22])=[CH:4][N:3]=1.[NH2:23][C:24]1[CH:25]=[CH:26][C:27]([C:30]#[N:31])=[N:28][CH:29]=1.C([O-])([O-])=O.[Cs+].[Cs+], predict the reaction product. The product is: [Cl:22][C:5]1[C:6]([CH2:8][CH2:9][C:10]2[CH:15]=[CH:14][CH:13]=[CH:12][C:11]=2[C:16]2([C:19]([NH2:21])=[O:20])[CH2:18][CH2:17]2)=[N:7][C:2]([NH:23][C:24]2[CH:29]=[N:28][C:27]([C:30]#[N:31])=[CH:26][CH:25]=2)=[N:3][CH:4]=1.